The task is: Predict the product of the given reaction.. This data is from Forward reaction prediction with 1.9M reactions from USPTO patents (1976-2016). (1) The product is: [C:1]([C:3]1[N:8]=[CH:7][C:6]([N:9]2[C:16](=[O:17])[C:12]3([CH2:15][CH2:14][CH2:13]3)[N:11]([C:18]3[CH:26]=[CH:25][C:21]([C:22]([NH2:34])=[O:23])=[C:20]([F:27])[CH:19]=3)[C:10]2=[S:28])=[CH:5][C:4]=1[C:29]([F:31])([F:32])[F:30])#[N:2]. Given the reactants [C:1]([C:3]1[N:8]=[CH:7][C:6]([N:9]2[C:16](=[O:17])[C:12]3([CH2:15][CH2:14][CH2:13]3)[N:11]([C:18]3[CH:26]=[CH:25][C:21]([C:22](O)=[O:23])=[C:20]([F:27])[CH:19]=3)[C:10]2=[S:28])=[CH:5][C:4]=1[C:29]([F:32])([F:31])[F:30])#[N:2].C[N:34](C=O)C.C(Cl)(=O)C(Cl)=O.N, predict the reaction product. (2) Given the reactants C[O:2][C:3](=[O:16])[C:4]1[C:9]([O:10][CH2:11][CH2:12][O:13][CH3:14])=[CH:8][CH:7]=[CH:6][C:5]=1[F:15].[OH-].[Na+], predict the reaction product. The product is: [F:15][C:5]1[CH:6]=[CH:7][CH:8]=[C:9]([O:10][CH2:11][CH2:12][O:13][CH3:14])[C:4]=1[C:3]([OH:16])=[O:2].